This data is from Reaction yield outcomes from USPTO patents with 853,638 reactions. The task is: Predict the reaction yield, written as a fraction of the theoretical maximum amount of product (1.0 means a 100% yield; for example, 0.34 means a 34% yield). (1) The reactants are [C:1]([O:9][C:10]1[CH:15]=[CH:14][C:13]([NH:16][C:17](=[O:19])[CH3:18])=[C:12]([OH:20])[CH:11]=1)(=[O:8])[C:2]1[CH:7]=[CH:6][CH:5]=[CH:4][CH:3]=1.[CH3:21][C@@:22]1([CH2:25]OS(C2C=CC=C([N+]([O-])=O)C=2)(=O)=O)[CH2:24][O:23]1.C([O-])([O-])=O.[Cs+].[Cs+]. The catalyst is CN1CCCC1=O. The product is [C:1]([O:9][C:10]1[CH:15]=[CH:14][C:13]([NH:16][C:17](=[O:19])[CH3:18])=[C:12]([O:20][CH2:21][C@:22]2([CH3:25])[CH2:24][O:23]2)[CH:11]=1)(=[O:8])[C:2]1[CH:3]=[CH:4][CH:5]=[CH:6][CH:7]=1. The yield is 0.390. (2) The reactants are [NH2:1][C:2]1[C:3]([NH2:11])=[N:4][CH:5]=[C:6]([CH:10]=1)[C:7]([NH2:9])=[O:8].Br[CH:13]([CH3:17])[C:14](=O)[CH3:15]. The catalyst is C1(=O)CCCCC1. The product is [NH2:1][C:2]1[C:3]2[N:4]([C:13]([CH3:17])=[C:14]([CH3:15])[N:11]=2)[CH:5]=[C:6]([C:7]([NH2:9])=[O:8])[CH:10]=1. The yield is 0.780.